From a dataset of Full USPTO retrosynthesis dataset with 1.9M reactions from patents (1976-2016). Predict the reactants needed to synthesize the given product. (1) The reactants are: [NH2:1][C:2]1[N:7]([CH3:8])[C:6](=[O:9])[CH:5]=[C:4](Cl)[N:3]=1.O.[NH2:12][NH2:13]. Given the product [NH2:1][C:2]1[N:7]([CH3:8])[C:6](=[O:9])[CH:5]=[C:4]([NH:12][NH2:13])[N:3]=1, predict the reactants needed to synthesize it. (2) Given the product [O:3]=[C:6]1[NH:5][CH2:18][CH2:17][NH:20][C:10]1=[O:12].[NH2:5][C@H:6]([C:10]([OH:12])=[O:11])[CH2:7][CH2:8][OH:9], predict the reactants needed to synthesize it. The reactants are: C(Cl)(=[O:3])C.[NH2:5][C@H:6]([C:10]([OH:12])=[O:11])[CH2:7][CH2:8][OH:9].C(O)(=O)C.[CH:17]([N:20](C(C)C)CC)(C)[CH3:18]. (3) Given the product [CH3:8][S:9]([N:3]1[CH2:4][CH2:5][C:17](=[O:18])[CH2:7][CH2:6]1)(=[O:12])=[O:10], predict the reactants needed to synthesize it. The reactants are: C([N:3]([CH2:6][CH3:7])[CH2:4][CH3:5])C.[CH3:8][S:9]([O:12]S(C)(=O)=O)(=O)=[O:10].[CH3:17][OH:18]. (4) Given the product [NH2:7][CH2:8][C@@H:9]([NH:16][C:17]([C:18]1[CH:23]=[CH:22][C:21]([Cl:24])=[C:20]([NH:25][C:26]([C:28]2[C:39](=[O:40])[NH:38][C:31]3[N:32]=[C:33]([O:36][CH3:37])[N:34]=[CH:35][C:30]=3[CH:29]=2)=[O:27])[CH:19]=1)=[O:41])[C:10]1[CH:11]=[CH:12][CH:13]=[CH:14][CH:15]=1, predict the reactants needed to synthesize it. The reactants are: C(OC(=O)[NH:7][CH2:8][C@@H:9]([NH:16][C:17](=[O:41])[C:18]1[CH:23]=[CH:22][C:21]([Cl:24])=[C:20]([NH:25][C:26]([C:28]2[C:39](=[O:40])[NH:38][C:31]3[N:32]=[C:33]([O:36][CH3:37])[N:34]=[CH:35][C:30]=3[CH:29]=2)=[O:27])[CH:19]=1)[C:10]1[CH:15]=[CH:14][CH:13]=[CH:12][CH:11]=1)(C)(C)C.FC(F)(F)C(O)=O. (5) Given the product [Cl:19][C:15]1[C:14]2[C:9](=[CH:10][CH:11]=[CH:12][CH:13]=2)[NH:8][C:7](=[O:3])[C:16]=1[C:17]#[N:18], predict the reactants needed to synthesize it. The reactants are: C([O-])(=[O:3])C.[NH4+].Cl[C:7]1[C:16]([C:17]#[N:18])=[C:15]([Cl:19])[C:14]2[C:9](=[CH:10][CH:11]=[CH:12][CH:13]=2)[N:8]=1. (6) The reactants are: Br[C:2]1[C:12]2[C:13]3[C:5]([CH2:6][CH:7]([O:14][Si:15]([O:18][C:19]([CH3:22])([CH3:21])[CH3:20])([CH3:17])[CH3:16])[C:8]=3[CH:9]=[CH:10][CH:11]=2)=[CH:4][CH:3]=1.CN(C)[CH:25]=[O:26].Cl. Given the product [CH:25]([C:2]1[C:12]2[C:13]3[C:5]([CH2:6][CH:7]([O:14][Si:15]([O:18][C:19]([CH3:22])([CH3:21])[CH3:20])([CH3:17])[CH3:16])[C:8]=3[CH:9]=[CH:10][CH:11]=2)=[CH:4][CH:3]=1)=[O:26], predict the reactants needed to synthesize it. (7) Given the product [F:1][C:2]1[CH:7]=[C:6]([F:8])[CH:5]=[CH:4][C:3]=1[C:19]1[CH:24]=[C:23]([CH3:25])[CH:22]=[CH:21][N:20]=1, predict the reactants needed to synthesize it. The reactants are: [F:1][C:2]1[CH:7]=[C:6]([F:8])[CH:5]=[CH:4][C:3]=1B(O)O.O1CCOCC1.Br[C:19]1[CH:24]=[C:23]([CH3:25])[CH:22]=[CH:21][N:20]=1. (8) Given the product [NH2:12][C:10]1[S:11][C:7]([C:5]2[CH:4]=[CH:3][N:34]=[C:32]([NH:31][C:28]3[CH:29]=[CH:30][C:25]([CH3:24])=[C:26]([S:35]([N:38]4[CH2:39][CH2:40][O:41][CH2:42][CH2:43]4)(=[O:36])=[O:37])[CH:27]=3)[N:33]=2)=[C:8]([CH3:18])[N:9]=1, predict the reactants needed to synthesize it. The reactants are: CN(C)[CH:3]=[CH:4][C:5]([C:7]1[S:11][C:10]([N:12]=C(C)N(C)C)=[N:9][C:8]=1[CH3:18])=O.[N+]([O-])(O)=O.[CH3:24][C:25]1[CH:30]=[CH:29][C:28]([NH:31][C:32]([NH2:34])=[NH:33])=[CH:27][C:26]=1[S:35]([N:38]1[CH2:43][CH2:42][O:41][CH2:40][CH2:39]1)(=[O:37])=[O:36]. (9) Given the product [CH2:1]([C:4]1[CH:9]=[C:8]([O:10][CH2:11][C:12]2[CH:17]=[CH:16][CH:15]=[CH:14][CH:13]=2)[CH:7]=[C:6]([CH2:18][CH:19]=[CH2:20])[C:5]=1[O:21][CH2:35][CH2:34][C:24]1[N:25]=[C:26]([C:28]2[CH:33]=[CH:32][CH:31]=[CH:30][CH:29]=2)[O:27][C:23]=1[CH3:22])[CH:2]=[CH2:3], predict the reactants needed to synthesize it. The reactants are: [CH2:1]([C:4]1[CH:9]=[C:8]([O:10][CH2:11][C:12]2[CH:17]=[CH:16][CH:15]=[CH:14][CH:13]=2)[CH:7]=[C:6]([CH2:18][CH:19]=[CH2:20])[C:5]=1[OH:21])[CH:2]=[CH2:3].[CH3:22][C:23]1[O:27][C:26]([C:28]2[CH:33]=[CH:32][CH:31]=[CH:30][CH:29]=2)=[N:25][C:24]=1[CH2:34][CH2:35]OS(C1C=CC(C)=CC=1)(=O)=O.C([O-])([O-])=O.[Cs+].[Cs+]. (10) Given the product [Cl:21][C:22]1[CH:23]=[C:24]([C:28]2[C:29]([C:34]([N:2]3[C@H:3]([CH2:7][NH:8][C:9]([C:11]4[C:20]5[O:19][CH2:18][CH2:17][O:16][C:15]=5[CH:14]=[CH:13][CH:12]=4)=[O:10])[CH2:4][C@H:5]4[C@@H:1]3[CH2:6]4)=[O:35])=[CH:30][CH:31]=[CH:32][CH:33]=2)[CH:25]=[CH:26][CH:27]=1, predict the reactants needed to synthesize it. The reactants are: [C@H:1]12[CH2:6][C@H:5]1[CH2:4][C@@H:3]([CH2:7][NH:8][C:9]([C:11]1[C:20]3[O:19][CH2:18][CH2:17][O:16][C:15]=3[CH:14]=[CH:13][CH:12]=1)=[O:10])[NH:2]2.[Cl:21][C:22]1[CH:23]=[C:24]([C:28]2[C:29]([C:34](O)=[O:35])=[CH:30][CH:31]=[CH:32][CH:33]=2)[CH:25]=[CH:26][CH:27]=1.